From a dataset of Forward reaction prediction with 1.9M reactions from USPTO patents (1976-2016). Predict the product of the given reaction. (1) Given the reactants [OH:1][C:2]1[N:7]2[N:8]=[CH:9][CH:10]=[C:6]2[N:5]([CH2:11][CH2:12][CH:13]([CH3:15])[CH3:14])[C:4](=[O:16])[C:3]=1[C:17]1[NH:22][C:21]2[CH:23]=[CH:24][C:25]([NH:27][S:28]([CH3:31])(=[O:30])=[O:29])=[CH:26][C:20]=2[S:19](=[O:33])(=[O:32])[N:18]=1.C(OC(C1C=C2N(CCC3C=[CH:55][C:54]([F:57])=[CH:53]C=3)C(=O)CC(=O)N2N=1)=O)C, predict the reaction product. The product is: [F:57][C:54]1[CH:55]=[CH:14][C:13]([CH2:12][CH2:11][N:5]2[C:4](=[O:16])[C:3]([C:17]3[NH:22][C:21]4[CH:23]=[CH:24][C:25]([NH:27][S:28]([CH3:31])(=[O:30])=[O:29])=[CH:26][C:20]=4[S:19](=[O:33])(=[O:32])[N:18]=3)=[C:2]([OH:1])[N:7]3[N:8]=[CH:9][CH:10]=[C:6]23)=[CH:15][CH:53]=1. (2) Given the reactants [CH3:1][CH:2]([CH3:23])[CH:3]([C:5]1[S:22][C:8]2[N:9]=[CH:10][N:11]=[C:12]([NH:13][CH2:14][CH2:15][C:16]3[CH:21]=[CH:20][CH:19]=[CH:18][CH:17]=3)[C:7]=2[CH:6]=1)O.[Cl-].[Al+3].[Cl-].[Cl-].[H-].[Al+3].[Li+].[H-].[H-].[H-].C(OCC)(=O)C, predict the reaction product. The product is: [CH2:3]([C:5]1[S:22][C:8]2[N:9]=[CH:10][N:11]=[C:12]([NH:13][CH2:14][CH2:15][C:16]3[CH:21]=[CH:20][CH:19]=[CH:18][CH:17]=3)[C:7]=2[CH:6]=1)[CH:2]([CH3:23])[CH3:1].